This data is from Forward reaction prediction with 1.9M reactions from USPTO patents (1976-2016). The task is: Predict the product of the given reaction. (1) Given the reactants [CH2:1]([O:3][C:4]([C:6]1[N:7]=[CH:8][C:9]2[C:14]([C:15]=1[OH:16])=[CH:13][CH:12]=[C:11]([Br:17])[CH:10]=2)=[O:5])[CH3:2].CC1C=C(C)N=C(C)C=1.CC1C([IH+:34])=C(C)N=C(C)C=1.F[P-](F)(F)(F)(F)F, predict the reaction product. The product is: [CH2:1]([O:3][C:4]([C:6]1[N:7]=[C:8]([I:34])[C:9]2[C:14]([C:15]=1[OH:16])=[CH:13][CH:12]=[C:11]([Br:17])[CH:10]=2)=[O:5])[CH3:2]. (2) Given the reactants [Na+].[O:2]1[C:9]2[CH:8]=[C:7]([C:10]([O-:12])=[O:11])[NH:6][C:5]=2[CH:4]=[CH:3]1.Cl[CH2:14][C:15]1[O:16][C:17](=[O:21])[O:18][C:19]=1[CH3:20], predict the reaction product. The product is: [O:2]1[C:9]2[CH:8]=[C:7]([C:10]([O:12][CH2:14][C:15]3[O:16][C:17](=[O:21])[O:18][C:19]=3[CH3:20])=[O:11])[NH:6][C:5]=2[CH:4]=[CH:3]1. (3) Given the reactants FC(F)(F)S(O[C:7]1[CH2:8][CH2:9][N:10]([C:13]([O:15][C:16]([CH3:19])([CH3:18])[CH3:17])=[O:14])[CH2:11][CH:12]=1)(=O)=O.[CH3:22][C:23]1[CH:24]=[C:25](B(O)O)[S:26][CH:27]=1.C(=O)(O)[O-].[Na+], predict the reaction product. The product is: [CH3:22][C:23]1[CH:24]=[C:25]([CH:7]2[CH2:12][CH2:11][N:10]([C:13]([O:15][C:16]([CH3:17])([CH3:18])[CH3:19])=[O:14])[CH2:9][CH2:8]2)[S:26][CH:27]=1. (4) Given the reactants [I:1]I.[N+:3]([C:6]1[CH:7]=[C:8]2[C:12](=[CH:13][CH:14]=1)[NH:11][CH2:10][CH2:9]2)([O-:5])=[O:4], predict the reaction product. The product is: [I:1][C:13]1[CH:14]=[C:6]([N+:3]([O-:5])=[O:4])[CH:7]=[C:8]2[C:12]=1[NH:11][CH2:10][CH2:9]2. (5) Given the reactants [CH:1]1([C:7]2[CH:13]=[CH:12][C:10]([NH2:11])=[CH:9][CH:8]=2)[CH2:6][CH2:5][CH2:4][CH2:3][CH2:2]1.C([Li])CCC.Cl[Si](C)(C)C.[CH2:24]([CH:26]1[O:28][CH2:27]1)Br.C(=O)(O)[O-].[Na+], predict the reaction product. The product is: [CH:1]1([C:7]2[CH:8]=[CH:9][C:10]([NH:11][CH2:24][CH:26]3[CH2:27][O:28]3)=[CH:12][CH:13]=2)[CH2:2][CH2:3][CH2:4][CH2:5][CH2:6]1. (6) Given the reactants [NH2:1][NH:2][C:3]([C:5]1[C:10]([Br:11])=[CH:9][CH:8]=[CH:7][N:6]=1)=[NH:4].[C:12]([C:16]1[CH:17]=[CH:18][C:19]([OH:24])=[C:20]([CH:23]=1)[CH:21]=O)([CH3:15])([CH3:14])[CH3:13], predict the reaction product. The product is: [Br:11][C:10]1[C:5]([C:3]2[N:4]=[C:21]([C:20]3[CH:23]=[C:16]([C:12]([CH3:14])([CH3:13])[CH3:15])[CH:17]=[CH:18][C:19]=3[OH:24])[NH:1][N:2]=2)=[N:6][CH:7]=[CH:8][CH:9]=1. (7) Given the reactants [CH3:1][O:2][C:3]1[CH:11]=[CH:10][CH:9]=[C:8]2[C:4]=1[CH2:5][CH2:6][C:7]2=[O:12].C[Si](C)(C)[C:15]([F:18])([F:17])[F:16].CCCC[N+](CCCC)(CCCC)CCCC.[F-], predict the reaction product. The product is: [CH3:1][O:2][C:3]1[CH:11]=[CH:10][CH:9]=[C:8]2[C:4]=1[CH2:5][CH2:6][C:7]2([C:15]([F:18])([F:17])[F:16])[OH:12]. (8) Given the reactants [NH2:1][C:2]1[CH:3]=[C:4]([CH:8]=[C:9](C)[CH:10]=1)[C:5]([NH2:7])=[O:6].[CH3:12][O:13]C1C=C(C=C([N+]([O-])=O)C=1)C(O)=O.N, predict the reaction product. The product is: [NH2:1][C:2]1[CH:3]=[C:4]([CH:8]=[C:9]([O:13][CH3:12])[CH:10]=1)[C:5]([NH2:7])=[O:6]. (9) Given the reactants [CH3:1][C:2]1[CH:7]=[C:6]([C:8]#[C:9][C:10]2[N:11]=[C:12]([CH3:15])[NH:13][CH:14]=2)[CH:5]=[CH:4][N:3]=1.Br[CH:17]1[CH2:21][CH2:20][CH2:19][CH2:18]1, predict the reaction product. The product is: [CH:17]1([N:13]2[CH:14]=[C:10]([C:9]#[C:8][C:6]3[CH:5]=[CH:4][N:3]=[C:2]([CH3:1])[CH:7]=3)[N:11]=[C:12]2[CH3:15])[CH2:21][CH2:20][CH2:19][CH2:18]1. (10) Given the reactants [CH2:1]([N:3]1[C:7]([CH2:8][C:9]2[CH:14]=[CH:13][C:12]([CH2:15][N:16]3[CH:21]=[CH:20][CH:19]=[CH:18][C:17]3=[O:22])=[CH:11][CH:10]=2)=[C:6]([CH3:23])[CH:5]=[C:4]1[C:24]([O:26]CC)=[O:25])[CH3:2].[OH-].[Li+], predict the reaction product. The product is: [CH2:1]([N:3]1[C:7]([CH2:8][C:9]2[CH:10]=[CH:11][C:12]([CH2:15][N:16]3[CH:21]=[CH:20][CH:19]=[CH:18][C:17]3=[O:22])=[CH:13][CH:14]=2)=[C:6]([CH3:23])[CH:5]=[C:4]1[C:24]([OH:26])=[O:25])[CH3:2].